This data is from Forward reaction prediction with 1.9M reactions from USPTO patents (1976-2016). The task is: Predict the product of the given reaction. The product is: [F:1][C:2]1[CH:7]=[C:6]([F:8])[CH:5]=[CH:4][C:3]=1[CH2:9][C:10]([CH2:34][N+:31]([O-:33])=[O:32])=[O:12]. Given the reactants [F:1][C:2]1[CH:7]=[C:6]([F:8])[CH:5]=[CH:4][C:3]=1[CH2:9][C:10]([OH:12])=O.C(N1C=CN=C1)(N1C=CN=C1)=O.CC(C)([O-])C.[K+].[N+:31]([CH3:34])([O-:33])=[O:32].FC1C=C(F)C=CC=1CC(N1C=CN=C1)=O.Cl, predict the reaction product.